From a dataset of Forward reaction prediction with 1.9M reactions from USPTO patents (1976-2016). Predict the product of the given reaction. (1) Given the reactants [C:1]([C@@H:5]1[NH:29][CH2:28][CH2:27][CH2:26][CH2:25][CH:24]=[CH:23][C:22]2[CH:30]=[C:18]([CH:19]=[CH:20][CH:21]=2)[C:17]2=[CH:31][C:13](=[CH:14][CH:15]=[CH:16]2)[CH2:12][O:11][C@H:10]2[CH2:32][N:7]([C@H:8]([C:33]([O:35][CH3:36])=[O:34])[CH2:9]2)[C:6]1=[O:37])([CH3:4])([CH3:3])[CH3:2].FC(F)(F)C(O)=O, predict the reaction product. The product is: [C:1]([C@@H:5]1[NH:29][CH2:28][CH2:27][CH2:26][CH2:25][CH2:24][CH2:23][C:22]2[CH:30]=[C:18]([CH:19]=[CH:20][CH:21]=2)[C:17]2=[CH:31][C:13](=[CH:14][CH:15]=[CH:16]2)[CH2:12][O:11][C@H:10]2[CH2:32][N:7]([C@H:8]([C:33]([O:35][CH3:36])=[O:34])[CH2:9]2)[C:6]1=[O:37])([CH3:4])([CH3:2])[CH3:3]. (2) Given the reactants [CH2:1]=[CH:2][CH:3]=[CH:4][CH2:5][CH2:6][CH2:7]CCC.[CH2:11]([OH:16])/[CH:12]=[CH:13]\[CH2:14]O, predict the reaction product. The product is: [CH2:11]([OH:16])[CH:12]=[CH:13][CH:14]=[CH:1][CH2:2][CH2:3][CH2:4][CH2:5][CH2:6][CH3:7]. (3) Given the reactants [NH2:1][C:2]([C:6]1[CH:7]=[C:8]2[C:13](=[CH:14][CH:15]=1)[N:12]=[C:11]([O:16][C@H:17]1[CH2:22][CH2:21][C@H:20]([C:23]([CH3:26])([CH3:25])[CH3:24])[CH2:19][CH2:18]1)[CH:10]=[CH:9]2)([CH3:5])[CH2:3][OH:4].C(=O)=O, predict the reaction product. The product is: [NH2:1][C@@:2]([C:6]1[CH:7]=[C:8]2[C:13](=[CH:14][CH:15]=1)[N:12]=[C:11]([O:16][C@H:17]1[CH2:18][CH2:19][C@H:20]([C:23]([CH3:26])([CH3:25])[CH3:24])[CH2:21][CH2:22]1)[CH:10]=[CH:9]2)([CH3:5])[CH2:3][OH:4]. (4) Given the reactants [CH:1]1([C:4]2[N:8]=[C:7]([C:9]3[C:10]4[CH2:17][CH2:16][CH2:15][C:11]=4[S:12][C:13]=3[NH2:14])[O:6][N:5]=2)[CH2:3][CH2:2]1.[C:18]12[C:26](=[O:27])[O:25][C:23](=[O:24])[C:19]=1[CH2:20][CH2:21][CH2:22]2, predict the reaction product. The product is: [CH:1]1([C:4]2[N:8]=[C:7]([C:9]3[C:10]4[CH2:17][CH2:16][CH2:15][C:11]=4[S:12][C:13]=3[NH:14][C:26]([C:18]3[CH2:22][CH2:21][CH2:20][C:19]=3[C:23]([OH:25])=[O:24])=[O:27])[O:6][N:5]=2)[CH2:3][CH2:2]1. (5) Given the reactants [OH:1][C:2]1[CH:3]=[C:4]([CH:8]=[CH:9][CH:10]=1)[C:5](O)=[O:6].[CH3:11][NH2:12], predict the reaction product. The product is: [OH:1][C:2]1[CH:3]=[C:4]([CH:8]=[CH:9][CH:10]=1)[C:5]([NH:12][CH3:11])=[O:6]. (6) Given the reactants N1C2[C:4](=CC=CC=2)[CH:3]=N1.[Br:10][C:11]1[CH:12]=[C:13]([N+:18]([O-])=O)[C:14]([Cl:17])=[N:15][CH:16]=1, predict the reaction product. The product is: [Br:10][C:11]1[CH:16]=[N:15][C:14]([Cl:17])=[C:13]2[C:12]=1[CH:3]=[CH:4][NH:18]2. (7) Given the reactants [C:1]([CH2:14][C:15]([CH2:18][CH2:19][S:20](Cl)(=[O:22])=[O:21])([F:17])[F:16])([C:4]([C:7]([C:10]([F:13])([F:12])[F:11])([F:9])[F:8])([F:6])[F:5])([F:3])[F:2].[CH3:24][N:25]([CH2:27][CH2:28][CH2:29][NH2:30])[CH3:26], predict the reaction product. The product is: [C:1]([CH2:14][C:15]([CH2:18][CH2:19][S:20]([NH:30][CH2:29][CH2:28][CH2:27][N:25]([CH3:26])[CH3:24])(=[O:22])=[O:21])([F:17])[F:16])([C:4]([C:7]([C:10]([F:13])([F:12])[F:11])([F:9])[F:8])([F:6])[F:5])([F:3])[F:2]. (8) Given the reactants [OH:1][CH:2]1[C:12]2[C:7](=[N:8][CH:9]=[C:10]([C:13]3[CH:18]=[CH:17][CH:16]=[CH:15][CH:14]=3)[CH:11]=2)[CH:6]=[CH:5][C:4]2[CH:19]=[CH:20][C:21]([NH:23][S:24]([CH3:27])(=[O:26])=[O:25])=[CH:22][C:3]1=2.[CH3:28][C:29](OC(C)=O)=[O:30], predict the reaction product. The product is: [C:29]([O:1][CH:2]1[C:12]2[C:7](=[N:8][CH:9]=[C:10]([C:13]3[CH:14]=[CH:15][CH:16]=[CH:17][CH:18]=3)[CH:11]=2)[CH:6]=[CH:5][C:4]2[CH:19]=[CH:20][C:21]([NH:23][S:24]([CH3:27])(=[O:26])=[O:25])=[CH:22][C:3]1=2)(=[O:30])[CH3:28].